Dataset: Forward reaction prediction with 1.9M reactions from USPTO patents (1976-2016). Task: Predict the product of the given reaction. (1) Given the reactants Cl[C:2]1[N:7]=[C:6]([CH2:8][OH:9])[C:5]2[C:10]([O:32][CH3:33])=[N:11][N:12]([C:13]([C:26]3[CH:31]=[CH:30][CH:29]=[CH:28][CH:27]=3)([C:20]3[CH:25]=[CH:24][CH:23]=[CH:22][CH:21]=3)[C:14]3[CH:19]=[CH:18][CH:17]=[CH:16][CH:15]=3)[C:4]=2[CH:3]=1.C(=O)([O-])[O-].[Cs+].[Cs+].[C:40]1([C@H:46]([NH:48][C:49]([NH2:51])=[O:50])[CH3:47])[CH:45]=[CH:44][CH:43]=[CH:42][CH:41]=1, predict the reaction product. The product is: [OH:9][CH2:8][C:6]1[C:5]2[C:10]([O:32][CH3:33])=[N:11][N:12]([C:13]([C:26]3[CH:27]=[CH:28][CH:29]=[CH:30][CH:31]=3)([C:14]3[CH:19]=[CH:18][CH:17]=[CH:16][CH:15]=3)[C:20]3[CH:21]=[CH:22][CH:23]=[CH:24][CH:25]=3)[C:4]=2[CH:3]=[C:2]([NH:51][C:49]([NH:48][C@@H:46]([C:40]2[CH:45]=[CH:44][CH:43]=[CH:42][CH:41]=2)[CH3:47])=[O:50])[N:7]=1. (2) Given the reactants [F:1][C:2]1[CH:9]=[CH:8][C:5]([CH2:6][NH2:7])=[CH:4][CH:3]=1.C([O:12][C:13]([C:15]1[N:16]=[C:17]([N:24]2[CH2:29][CH2:28][CH:27]([O:30]C(=O)C(F)(F)F)[CH2:26][CH2:25]2)[N:18]([CH3:23])[C:19](=[O:22])[C:20]=1[OH:21])=O)C, predict the reaction product. The product is: [F:1][C:2]1[CH:9]=[CH:8][C:5]([CH2:6][NH:7][C:13]([C:15]2[N:16]=[C:17]([N:24]3[CH2:29][CH2:28][CH:27]([OH:30])[CH2:26][CH2:25]3)[N:18]([CH3:23])[C:19](=[O:22])[C:20]=2[OH:21])=[O:12])=[CH:4][CH:3]=1. (3) The product is: [CH:1]1([N:6]2[CH2:12][C:11]([F:14])([F:13])[C:10](=[O:15])[N:9]([CH2:16][CH3:17])[C:8]3[CH:18]=[N:19][C:20]([NH:22][C:23]4[CH:31]=[CH:30][C:26]([C:27]([NH2:40])=[O:28])=[CH:25][CH:24]=4)=[N:21][C:7]2=3)[CH2:2][CH2:3][CH2:4][CH2:5]1. Given the reactants [CH:1]1([N:6]2[CH2:12][C:11]([F:14])([F:13])[C:10](=[O:15])[N:9]([CH2:16][CH3:17])[C:8]3[CH:18]=[N:19][C:20]([NH:22][C:23]4[CH:31]=[CH:30][C:26]([C:27](O)=[O:28])=[CH:25][CH:24]=4)=[N:21][C:7]2=3)[CH2:5][CH2:4][CH2:3][CH2:2]1.F[P-](F)(F)(F)(F)F.C[N:40](C(N(C)C)=[N+]1C2C(=NC=CC=2)[N+]([O-])=N1)C.C(N(C(C)C)CC)(C)C.[Cl-].[NH4+], predict the reaction product. (4) Given the reactants [CH:1]1([CH2:4][O:5][C:6]2[CH:14]=[CH:13][C:9]3[O:10][CH2:11][O:12][C:8]=3[C:7]=2[C:15]2[C:16]3[NH:23][C:22]([CH3:24])=[C:21]([C:25]([OH:27])=O)[C:17]=3[N:18]=[CH:19][N:20]=2)[CH2:3][CH2:2]1.CCN(C(C)C)C(C)C.Cl.[NH2:38][C@H:39]([CH2:69][C:70]1[CH:75]=[CH:74][C:73]([F:76])=[C:72]([F:77])[CH:71]=1)[C:40]([N:42]1[CH2:47][CH2:46][CH:45]([N:48]2[N:57]=[C:56]([C:58]3[CH:63]=[CH:62][C:61]([O:64][CH3:65])=[C:60]([O:66][CH3:67])[CH:59]=3)[C@@H:55]3[C@@H:50]([CH2:51][CH2:52][CH2:53][CH2:54]3)[C:49]2=[O:68])[CH2:44][CH2:43]1)=[O:41].CCOC(C(C#N)=NOC(N1CCOCC1)=[N+](C)C)=O.F[P-](F)(F)(F)(F)F.C(=O)(O)[O-].[Na+], predict the reaction product. The product is: [CH:1]1([CH2:4][O:5][C:6]2[CH:14]=[CH:13][C:9]3[O:10][CH2:11][O:12][C:8]=3[C:7]=2[C:15]2[C:16]3[NH:23][C:22]([CH3:24])=[C:21]([C:25]([NH:38][C@H:39]([CH2:69][C:70]4[CH:75]=[CH:74][C:73]([F:76])=[C:72]([F:77])[CH:71]=4)[C:40]([N:42]4[CH2:43][CH2:44][CH:45]([N:48]5[N:57]=[C:56]([C:58]6[CH:63]=[CH:62][C:61]([O:64][CH3:65])=[C:60]([O:66][CH3:67])[CH:59]=6)[C@@H:55]6[C@@H:50]([CH2:51][CH2:52][CH2:53][CH2:54]6)[C:49]5=[O:68])[CH2:46][CH2:47]4)=[O:41])=[O:27])[C:17]=3[N:18]=[CH:19][N:20]=2)[CH2:3][CH2:2]1. (5) Given the reactants [Cl:1][C:2]1[CH:7]=[C:6]([Cl:8])[N:5]=[CH:4][C:3]=1[C:9]1([C:12]#[N:13])[CH2:11][CH2:10]1.CC(C[AlH]CC(C)C)C.[BH4-].[Na+].C(C(C(C([O-])=O)O)O)([O-])=O.[Na+].[K+], predict the reaction product. The product is: [Cl:1][C:2]1[CH:7]=[C:6]([Cl:8])[N:5]=[CH:4][C:3]=1[C:9]1([CH2:12][NH2:13])[CH2:10][CH2:11]1. (6) Given the reactants Cl[C:2]1[N:11]=[CH:10][C:9]2[N:8]([CH3:12])[C:7](=[O:13])[C@@H:6]([CH2:14][CH3:15])[N:5]([CH:16]([CH3:18])[CH3:17])[C:4]=2[N:3]=1.[CH3:19][Si:20]([CH3:34])([CH3:33])[CH2:21][CH2:22][O:23][CH2:24][N:25]1[C:29]([C:30](=[O:32])[CH3:31])=[CH:28][CH:27]=[N:26]1, predict the reaction product. The product is: [CH2:14]([C@H:6]1[N:5]([CH:16]([CH3:18])[CH3:17])[C:4]2[N:3]=[C:2]([CH2:31][C:30](=[O:32])[C:29]3[N:25]([CH2:24][O:23][CH2:22][CH2:21][Si:20]([CH3:34])([CH3:33])[CH3:19])[N:26]=[CH:27][CH:28]=3)[N:11]=[CH:10][C:9]=2[N:8]([CH3:12])[C:7]1=[O:13])[CH3:15]. (7) Given the reactants [Cl:1][C:2]1[C:3]([N:8]2[CH2:13][CH2:12][N:11]([CH2:14][C:15]3[CH:16]=[N:17][N:18]([C:20]4[CH:25]=[CH:24][CH:23]=[CH:22][CH:21]=4)[CH:19]=3)[CH2:10][CH2:9]2)=[N:4][CH:5]=[CH:6][N:7]=1.[C:26]([CH2:28][C:29]1[CH:34]=[CH:33][C:32](B(O)O)=[CH:31][CH:30]=1)#[N:27].C(=O)([O-])[O-].[K+].[K+].O, predict the reaction product. The product is: [ClH:1].[C:20]1([N:18]2[CH:19]=[C:15]([CH2:14][N:11]3[CH2:12][CH2:13][N:8]([C:3]4[C:2]([C:32]5[CH:33]=[CH:34][C:29]([CH2:28][C:26]#[N:27])=[CH:30][CH:31]=5)=[N:7][CH:6]=[CH:5][N:4]=4)[CH2:9][CH2:10]3)[CH:16]=[N:17]2)[CH:25]=[CH:24][CH:23]=[CH:22][CH:21]=1.